From a dataset of Catalyst prediction with 721,799 reactions and 888 catalyst types from USPTO. Predict which catalyst facilitates the given reaction. (1) Reactant: [NH2:1][C:2]1[C:3]2[C:10]([C:11]3[CH:16]=[CH:15][C:14]([O:17][C:18]4[CH:23]=[CH:22][CH:21]=[CH:20][CH:19]=4)=[CH:13][CH:12]=3)=[CH:9][N:8]([CH:24]3[CH2:29][CH2:28][CH:27]([CH2:30][CH:31]=O)[CH2:26][CH2:25]3)[C:4]=2[N:5]=[CH:6][N:7]=1.[CH3:33][N:34]1[CH2:39][CH2:38][NH:37][CH2:36][CH2:35]1.C(O)(=O)C.C(O[BH-](OC(=O)C)OC(=O)C)(=O)C.[Na+]. Product: [CH3:33][N:34]1[CH2:39][CH2:38][N:37]([CH2:31][CH2:30][CH:27]2[CH2:28][CH2:29][CH:24]([N:8]3[C:4]4[N:5]=[CH:6][N:7]=[C:2]([NH2:1])[C:3]=4[C:10]([C:11]4[CH:16]=[CH:15][C:14]([O:17][C:18]5[CH:23]=[CH:22][CH:21]=[CH:20][CH:19]=5)=[CH:13][CH:12]=4)=[CH:9]3)[CH2:25][CH2:26]2)[CH2:36][CH2:35]1. The catalyst class is: 26. (2) Reactant: [CH3:1][S:2]([C:5]1[CH:6]=[C:7]([C:15]2[N:19]=[CH:18][N:17](/[CH:20]=[CH:21]\[C:22]([O:24]C(C)C)=[O:23])[N:16]=2)[CH:8]=[C:9]([C:11]([F:14])([F:13])[F:12])[CH:10]=1)(=[O:4])=[O:3].O.[Li+].[OH-].CO. Product: [CH3:1][S:2]([C:5]1[CH:6]=[C:7]([C:15]2[N:19]=[CH:18][N:17](/[CH:20]=[CH:21]\[C:22]([OH:24])=[O:23])[N:16]=2)[CH:8]=[C:9]([C:11]([F:13])([F:12])[F:14])[CH:10]=1)(=[O:4])=[O:3]. The catalyst class is: 266. (3) Reactant: C(OC(N1C2C(=CC(C3C=CC=CC=3OC)=CC=2)C(C(O)C)=CC1(C)C)=O)(C)(C)C.[CH:31]1([CH2:37][CH2:38][O:39][CH:40]([C:42]2[C:51]3[C:46](=[CH:47][CH:48]=[C:49]([C:52]4[CH:57]=[CH:56][CH:55]=[CH:54][C:53]=4[O:58][CH3:59])[CH:50]=3)[NH:45][C:44]([CH3:61])([CH3:60])[CH:43]=2)[CH3:41])CCCC[CH2:32]1.C[Si]([N-][Si](C)(C)C)(C)C.[Na+].C1(CCBr)CCCCC1. Product: [CH2:38]([O:39][CH:40]([C:42]1[C:51]2[C:46](=[CH:47][CH:48]=[C:49]([C:52]3[CH:57]=[CH:56][CH:55]=[CH:54][C:53]=3[O:58][CH3:59])[CH:50]=2)[NH:45][C:44]([CH3:61])([CH3:60])[CH:43]=1)[CH3:41])/[CH:37]=[CH:31]/[CH3:32]. The catalyst class is: 1. (4) Reactant: C(OC([N:8]1[C@@H:12]([CH2:13][CH2:14][O:15][C:16]2[CH:21]=[CH:20][C:19]([Cl:22])=[CH:18][CH:17]=2)[CH2:11][O:10]C1(C)C)=O)(C)(C)C.Cl. Product: [NH2:8][C@@H:12]([CH2:13][CH2:14][O:15][C:16]1[CH:17]=[CH:18][C:19]([Cl:22])=[CH:20][CH:21]=1)[CH2:11][OH:10]. The catalyst class is: 8. (5) Reactant: CC(OC(/N=N/C(OC(C)C)=O)=O)C.[N:15]1([C:19](=[O:29])[CH2:20][C:21]2[CH:26]=[CH:25][C:24]([OH:27])=[CH:23][C:22]=2[F:28])[CH2:18][CH2:17][CH2:16]1.[CH3:30][O:31][CH2:32][C:33]1[CH:34]=[CH:35][C:36]([N:39]2[CH2:44][CH2:43][CH:42]([C@H:45]3[CH2:47][C@H:46]3[CH2:48][CH2:49]O)[CH2:41][CH2:40]2)=[N:37][CH:38]=1.C1(P(C2C=CC=CC=2)C2C=CC=CC=2)C=CC=CC=1. Product: [N:15]1([C:19](=[O:29])[CH2:20][C:21]2[CH:26]=[CH:25][C:24]([O:27][CH2:49][CH2:48][C@@H:46]3[CH2:47][C@@H:45]3[CH:42]3[CH2:43][CH2:44][N:39]([C:36]4[CH:35]=[CH:34][C:33]([CH2:32][O:31][CH3:30])=[CH:38][N:37]=4)[CH2:40][CH2:41]3)=[CH:23][C:22]=2[F:28])[CH2:18][CH2:17][CH2:16]1. The catalyst class is: 11. (6) Reactant: [CH:1]12[CH2:13][CH2:12][CH:8]([CH2:9][NH:10][CH2:11]1)[C:7]1[C:2]2=[CH:3][C:4]([NH:14][C:15]2[N:20]=[C:19]([NH:21][C:22]3[CH:27]=[CH:26][CH:25]=[CH:24][C:23]=3[S:28]([NH:31][CH3:32])(=[O:30])=[O:29])[C:18]([Cl:33])=[CH:17][N:16]=2)=[CH:5][CH:6]=1.C(=O)([O-])[O-].[Cs+].[Cs+].[CH2:40](Br)[C:41]#[CH:42]. Product: [Cl:33][C:18]1[C:19]([NH:21][C:22]2[CH:27]=[CH:26][CH:25]=[CH:24][C:23]=2[S:28]([NH:31][CH3:32])(=[O:30])=[O:29])=[N:20][C:15]([NH:14][C:4]2[CH:3]=[C:2]3[C:7](=[CH:6][CH:5]=2)[CH:8]2[CH2:12][CH2:13][CH:1]3[CH2:11][N:10]([CH2:42][C:41]#[CH:40])[CH2:9]2)=[N:16][CH:17]=1. The catalyst class is: 21.